Dataset: Catalyst prediction with 721,799 reactions and 888 catalyst types from USPTO. Task: Predict which catalyst facilitates the given reaction. (1) Reactant: [CH:1]([C:3]1[C:4]([F:15])=[CH:5][N:6]=[C:7]2[C:12]=1[N:11]=[C:10]([O:13][CH3:14])[CH:9]=[CH:8]2)=[CH2:2].C(OC(=O)[NH:22][CH:23]1[CH2:28][CH2:27][NH:26][CH2:25][CH2:24]1)(C)(C)C. Product: [F:15][C:4]1[CH:5]=[N:6][C:7]2[C:12]([C:3]=1[CH2:1][CH2:2][N:26]1[CH2:27][CH2:28][CH:23]([NH2:22])[CH2:24][CH2:25]1)=[N:11][C:10]([O:13][CH3:14])=[CH:9][CH:8]=2. The catalyst class is: 3. (2) Reactant: [Cl:1][C:2]1[CH:7]=[CH:6][C:5]([S:8]([N:11]([C:15]2[C:16]([CH:22]([C:24]3[C:29]([F:30])=[CH:28][CH:27]=[CH:26][C:25]=3[Cl:31])[OH:23])=[N:17][CH:18]=[C:19]([Cl:21])[CH:20]=2)[CH2:12][O:13][CH3:14])(=[O:10])=[O:9])=[CH:4][C:3]=1[C:32]([F:35])([F:34])[F:33].CC(OI1(OC(C)=O)(OC(C)=O)OC(=O)C2C=CC=CC1=2)=O.[O-]S([O-])(=S)=O.[Na+].[Na+].C([O-])(O)=O.[Na+]. Product: [Cl:1][C:2]1[CH:7]=[CH:6][C:5]([S:8]([N:11]([C:15]2[C:16]([C:22](=[O:23])[C:24]3[C:29]([F:30])=[CH:28][CH:27]=[CH:26][C:25]=3[Cl:31])=[N:17][CH:18]=[C:19]([Cl:21])[CH:20]=2)[CH2:12][O:13][CH3:14])(=[O:9])=[O:10])=[CH:4][C:3]=1[C:32]([F:33])([F:34])[F:35]. The catalyst class is: 2. (3) Reactant: C(=O)([O-])[O-].[K+].[K+].Br[C:8]1[N:13]=[CH:12][C:11]([OH:14])=[CH:10][CH:9]=1.[N+:15]([C:18]1[CH:23]=[CH:22][C:21](B(O)O)=[CH:20][CH:19]=1)([O-:17])=[O:16]. Product: [N+:15]([C:18]1[CH:23]=[CH:22][C:21]([C:8]2[N:13]=[CH:12][C:11]([OH:14])=[CH:10][CH:9]=2)=[CH:20][CH:19]=1)([O-:17])=[O:16]. The catalyst class is: 75. (4) Reactant: [CH3:1][CH2:2][C:3]1[CH:4]=[CH:5][C:6]([CH2:9][CH2:10][O:11][C:12]2[CH:13]=[CH:14][C:15]([CH2:18][CH:19]3[S:25][C:23](=[O:24])[NH:22][C:20]3=[O:21])=[CH:16][CH:17]=2)=[N:7][CH:8]=1.FC(F)(F)C(OC(=O)C(F)(F)F)=[O:29]. Product: [CH2:2]([C:3]1[CH:4]=[CH:5][C:6]([CH:9]([OH:29])[CH2:10][O:11][C:12]2[CH:17]=[CH:16][C:15]([CH2:18][CH:19]3[S:25][C:23](=[O:24])[NH:22][C:20]3=[O:21])=[CH:14][CH:13]=2)=[N:7][CH:8]=1)[CH3:1]. The catalyst class is: 2. (5) Reactant: C[N:2](C)/[CH:3]=[CH:4]/[C:5]([C:7]1[CH:16]=[CH:15][C:10]([C:11]([O:13][CH3:14])=[O:12])=[CH:9][CH:8]=1)=O.O.[NH2:19]N. The catalyst class is: 14. Product: [NH:2]1[CH:3]=[CH:4][C:5]([C:7]2[CH:16]=[CH:15][C:10]([C:11]([O:13][CH3:14])=[O:12])=[CH:9][CH:8]=2)=[N:19]1. (6) The catalyst class is: 6. Product: [CH:7]1([C:10]2[N:11]=[CH:12][N:13]([C:15]3[C:16]([CH3:24])=[CH:17][C:18]([F:23])=[C:19]([CH:22]=3)[C:20]#[N:21])[CH:14]=2)[CH2:8][CH2:9]1. Reactant: C(O)(=O)C.OO.[CH:7]1([C:10]2[N:11]=[C:12](S)[N:13]([C:15]3[C:16]([CH3:24])=[CH:17][C:18]([F:23])=[C:19]([CH:22]=3)[C:20]#[N:21])[CH:14]=2)[CH2:9][CH2:8]1.S([O-])([O-])=O.[Na+].[Na+].